From a dataset of Catalyst prediction with 721,799 reactions and 888 catalyst types from USPTO. Predict which catalyst facilitates the given reaction. (1) Reactant: [Cl:1][CH:2]([Cl:23])[C:3]1[O:4][C@H:5]([C:13]2[CH:18]=[CH:17][C:16]([S:19]([CH3:22])(=[O:21])=[O:20])=[CH:15][CH:14]=2)[C@@H:6]([C:8](OCC)=[O:9])[N:7]=1.[BH4-].[K+].Cl.O. Product: [Cl:23][CH:2]([Cl:1])[C:3]1[O:4][C@H:5]([C:13]2[CH:14]=[CH:15][C:16]([S:19]([CH3:22])(=[O:21])=[O:20])=[CH:17][CH:18]=2)[C@@H:6]([CH2:8][OH:9])[N:7]=1. The catalyst class is: 5. (2) Reactant: [F:1][C:2]1[N:7]=[CH:6][C:5]([C:8]2(O)[C:12]3[C:13]([CH3:32])=[C:14]([N:19]4[CH2:24][CH2:23][N:22]([CH2:25][C:26]5[CH:31]=[CH:30][CH:29]=[CH:28][CH:27]=5)[CH2:21][CH2:20]4)[C:15]([CH3:18])=[C:16]([CH3:17])[C:11]=3[O:10][C:9]2([CH3:34])[CH3:33])=[CH:4][CH:3]=1. Product: [CH2:25]([N:22]1[CH2:21][CH2:20][N:19]([C:14]2[C:15]([CH3:18])=[C:16]([CH3:17])[C:11]3[O:10][C:9]([CH3:34])([CH3:33])[CH:8]([C:5]4[CH:6]=[N:7][C:2]([F:1])=[CH:3][CH:4]=4)[C:12]=3[C:13]=2[CH3:32])[CH2:24][CH2:23]1)[C:26]1[CH:27]=[CH:28][CH:29]=[CH:30][CH:31]=1. The catalyst class is: 81. (3) Reactant: [Cl:1][C:2]1[CH:3]=[C:4]([NH:9][C:10]2[C:19]3[C:14](=[CH:15][CH:16]=[C:17]([CH2:20][CH2:21][CH2:22][OH:23])[CH:18]=3)[N:13]=[C:12]([C:24]3[CH:25]=[N:26][CH:27]=[CH:28][CH:29]=3)[N:11]=2)[CH:5]=[CH:6][C:7]=1[F:8].C(N(CC)CC)C.[CH3:37][S:38](Cl)(=[O:40])=[O:39].O. Product: [CH3:37][S:38]([O:23][CH2:22][CH2:21][CH2:20][C:17]1[CH:18]=[C:19]2[C:14](=[CH:15][CH:16]=1)[N:13]=[C:12]([C:24]1[CH:25]=[N:26][CH:27]=[CH:28][CH:29]=1)[N:11]=[C:10]2[NH:9][C:4]1[CH:5]=[CH:6][C:7]([F:8])=[C:2]([Cl:1])[CH:3]=1)(=[O:40])=[O:39]. The catalyst class is: 2. (4) Reactant: [O:1]=[C:2]1[N:8]([CH2:9][C:10]([O:12]C(C)(C)C)=[O:11])[C:7]2[CH:17]=[CH:18][CH:19]=[CH:20][C:6]=2[N:5]([C:21]2[CH:26]=[CH:25][CH:24]=[CH:23][CH:22]=2)[C:4](=[O:27])[CH2:3]1. Product: [O:1]=[C:2]1[N:8]([CH2:9][C:10]([OH:12])=[O:11])[C:7]2[CH:17]=[CH:18][CH:19]=[CH:20][C:6]=2[N:5]([C:21]2[CH:26]=[CH:25][CH:24]=[CH:23][CH:22]=2)[C:4](=[O:27])[CH2:3]1. The catalyst class is: 89. (5) Reactant: [H-].[Na+].[NH2:3][C:4]([CH3:9])([CH2:7][OH:8])[CH2:5][OH:6].[Si:10](Cl)([C:23]([CH3:26])([CH3:25])[CH3:24])([C:17]1[CH:22]=[CH:21][CH:20]=[CH:19][CH:18]=1)[C:11]1[CH:16]=[CH:15][CH:14]=[CH:13][CH:12]=1. Product: [NH2:3][C:4]([CH3:9])([CH2:7][O:8][Si:10]([C:23]([CH3:26])([CH3:25])[CH3:24])([C:17]1[CH:18]=[CH:19][CH:20]=[CH:21][CH:22]=1)[C:11]1[CH:16]=[CH:15][CH:14]=[CH:13][CH:12]=1)[CH2:5][OH:6]. The catalyst class is: 1.